Dataset: Forward reaction prediction with 1.9M reactions from USPTO patents (1976-2016). Task: Predict the product of the given reaction. (1) Given the reactants O.NN.[Si:4]([O:11][C:12]1[CH:30]=[CH:29][C:15]([CH2:16][O:17][N:18]2C(=O)C3=CC=CC=C3C2=O)=[CH:14][CH:13]=1)([C:7]([CH3:10])([CH3:9])[CH3:8])([CH3:6])[CH3:5].O1CCCC1.C(=O)([O-])[O-].[K+].[K+], predict the reaction product. The product is: [Si:4]([O:11][C:12]1[CH:13]=[CH:14][C:15]([CH2:16][O:17][NH2:18])=[CH:29][CH:30]=1)([C:7]([CH3:10])([CH3:9])[CH3:8])([CH3:6])[CH3:5]. (2) Given the reactants [H-].[Na+].[C:3]([C:7]1[N:11]([CH2:12][CH:13]2[CH2:18][CH2:17][CH2:16][CH2:15][CH2:14]2)[C:10]2[CH:19]=[CH:20][C:21]([NH:23][C:24](=[O:26])[CH3:25])=[CH:22][C:9]=2[N:8]=1)([CH3:6])([CH3:5])[CH3:4].I[CH3:28], predict the reaction product. The product is: [C:3]([C:7]1[N:11]([CH2:12][CH:13]2[CH2:18][CH2:17][CH2:16][CH2:15][CH2:14]2)[C:10]2[CH:19]=[CH:20][C:21]([N:23]([CH3:28])[C:24](=[O:26])[CH3:25])=[CH:22][C:9]=2[N:8]=1)([CH3:6])([CH3:4])[CH3:5]. (3) The product is: [CH3:27][O:28][C:29](=[O:30])[CH2:31][C:32]1[CH:37]=[CH:36][CH:35]=[C:34]([O:24][C:21]2[CH:20]=[CH:19][C:18]([C:17]3[O:16][N:15]=[C:14]([CH3:25])[C:13]=3[NH:12][C:11]([O:10][C@@H:8]([C:3]3[CH:4]=[CH:5][CH:6]=[CH:7][C:2]=3[F:1])[CH3:9])=[O:26])=[CH:23][CH:22]=2)[CH:33]=1. Given the reactants [F:1][C:2]1[CH:7]=[CH:6][CH:5]=[CH:4][C:3]=1[C@H:8]([O:10][C:11](=[O:26])[NH:12][C:13]1[C:14]([CH3:25])=[N:15][O:16][C:17]=1[C:18]1[CH:23]=[CH:22][C:21]([OH:24])=[CH:20][CH:19]=1)[CH3:9].[CH3:27][O:28][C:29]([CH2:31][C:32]1[CH:33]=[C:34](B(O)O)[CH:35]=[CH:36][CH:37]=1)=[O:30], predict the reaction product. (4) Given the reactants [CH3:1][O:2][C:3]1[CH:4]=[C:5]([N:12]2[CH2:17][CH2:16][N:15]([C:18]([CH3:22])([CH3:21])[CH2:19][OH:20])[CH2:14][CH2:13]2)[CH:6]=[CH:7][C:8]=1[N+:9]([O-])=O, predict the reaction product. The product is: [NH2:9][C:8]1[CH:7]=[CH:6][C:5]([N:12]2[CH2:17][CH2:16][N:15]([C:18]([CH3:21])([CH3:22])[CH2:19][OH:20])[CH2:14][CH2:13]2)=[CH:4][C:3]=1[O:2][CH3:1].